This data is from Full USPTO retrosynthesis dataset with 1.9M reactions from patents (1976-2016). The task is: Predict the reactants needed to synthesize the given product. (1) Given the product [Br:1][C:2]1[CH:3]=[CH:4][C:5]([C:8]2[N:12]([CH2:20][C@@H:21]3[CH2:25][CH2:24][N:23]([C:26]([O:28][C:29]([CH3:30])([CH3:32])[CH3:31])=[O:27])[CH2:22]3)[CH:11]=[CH:10][N:9]=2)=[CH:6][CH:7]=1, predict the reactants needed to synthesize it. The reactants are: [Br:1][C:2]1[CH:7]=[CH:6][C:5]([C:8]2[NH:9][CH:10]=[CH:11][N:12]=2)=[CH:4][CH:3]=1.[H-].[Na+].CS(O[CH2:20][CH:21]1[CH2:25][CH2:24][N:23]([C:26]([O:28][C:29]([CH3:32])([CH3:31])[CH3:30])=[O:27])[CH2:22]1)(=O)=O. (2) Given the product [Cl:27][C:41]1[CH:42]=[CH:43][CH:59]=[CH:54][C:55]=1[N:9]1[CH2:8][C:16]2[C:11](=[CH:12][CH:13]=[C:14]([C:17]([NH:37][C@@H:35]([C:33]3[O:32][N:31]=[C:30]([CH3:29])[N:34]=3)[CH3:36])=[O:18])[CH:15]=2)[N:10]1[C:20]1[CH:21]=[CH:22][C:23]([CH3:26])=[CH:24][CH:25]=1, predict the reactants needed to synthesize it. The reactants are: ClC1C=CC=CC=1[C:8]1[C:16]2[C:11](=[CH:12][CH:13]=[C:14]([C:17](O)=[O:18])[CH:15]=2)[N:10]([C:20]2[CH:25]=[CH:24][C:23]([CH3:26])=[CH:22][CH:21]=2)[N:9]=1.[ClH:27].Cl.[CH3:29][C:30]1[N:34]=[C:33]([C@H:35]([NH2:37])[CH3:36])[O:32][N:31]=1.Cl.CN(C)[CH2:41][CH2:42][CH2:43]N=C=NCC.ON1[C:55]2N=CC=[CH:59][C:54]=2N=N1.CN1CCOCC1. (3) The reactants are: Cl[C:2]1[CH:7]=[CH:6][CH:5]=[CH:4][C:3]=1[CH3:8].[CH2:9]([NH2:15])[CH2:10][CH2:11][CH2:12][CH2:13][CH3:14].CC([O-])(C)C.[Na+].O(CCCC)CCCC. Given the product [CH2:9]([NH:15][C:2]1[CH:7]=[CH:6][CH:5]=[CH:4][C:3]=1[CH3:8])[CH2:10][CH2:11][CH2:12][CH2:13][CH3:14], predict the reactants needed to synthesize it. (4) Given the product [C:18]1([C:17]([NH:16][CH:12]2[CH2:11][CH:10]([C:7]3[CH:6]=[CH:5][C:4]([O:3][C:2]([F:1])([F:25])[F:26])=[CH:9][CH:8]=3)[CH2:15][N:14]([C:28]([N:30]3[CH2:31][CH2:32][N:33]([C:36]([O:38][C:39]([CH3:42])([CH3:41])[CH3:40])=[O:37])[CH2:34][CH2:35]3)=[O:29])[CH2:13]2)=[O:24])[CH:19]=[CH:20][CH:21]=[CH:22][CH:23]=1, predict the reactants needed to synthesize it. The reactants are: [F:1][C:2]([F:26])([F:25])[O:3][C:4]1[CH:9]=[CH:8][C:7]([CH:10]2[CH2:15][NH:14][CH2:13][CH:12]([NH:16][C:17](=[O:24])[C:18]3[CH:23]=[CH:22][CH:21]=[CH:20][CH:19]=3)[CH2:11]2)=[CH:6][CH:5]=1.Cl[C:28]([N:30]1[CH2:35][CH2:34][N:33]([C:36]([O:38][C:39]([CH3:42])([CH3:41])[CH3:40])=[O:37])[CH2:32][CH2:31]1)=[O:29].C(N(CC)CC)C.O. (5) The reactants are: [Cl:1][C:2]1[CH:7]=[CH:6][C:5]([CH:8]2[C:12]3[N:13]([CH:22]([CH3:24])[CH3:23])[C:14]([C:16]4[CH2:17][CH2:18][NH:19][CH2:20][CH:21]=4)=[N:15][C:11]=3[C:10](=[O:25])[N:9]2[C:26]2[CH:27]=[C:28]([CH3:36])[C:29]3[N:30]([C:32]([CH3:35])=[N:33][N:34]=3)[CH:31]=2)=[CH:4][CH:3]=1.Cl[C:38]([O:40][CH2:41][CH:42]([CH3:44])[CH3:43])=[O:39].C([O-])(O)=O.[Na+]. Given the product [Cl:1][C:2]1[CH:7]=[CH:6][C:5]([CH:8]2[C:12]3[N:13]([CH:22]([CH3:24])[CH3:23])[C:14]([C:16]4[CH2:17][CH2:18][N:19]([C:38]([O:40][CH2:41][CH:42]([CH3:44])[CH3:43])=[O:39])[CH2:20][CH:21]=4)=[N:15][C:11]=3[C:10](=[O:25])[N:9]2[C:26]2[CH:27]=[C:28]([CH3:36])[C:29]3[N:30]([C:32]([CH3:35])=[N:33][N:34]=3)[CH:31]=2)=[CH:4][CH:3]=1, predict the reactants needed to synthesize it. (6) Given the product [Si:12]([O:1][CH2:2][CH2:3][O:4][CH2:5][CH2:6][OH:7])([C:9]([CH3:11])([CH3:10])[CH3:8])([CH3:14])[CH3:13], predict the reactants needed to synthesize it. The reactants are: [OH:1][CH2:2][CH2:3][O:4][CH2:5][CH2:6][OH:7].[CH3:8][C:9]([Si:12](Cl)([CH3:14])[CH3:13])([CH3:11])[CH3:10]. (7) Given the product [C:1]([O:5][C:6]([O:8][C:9]1[CH:10]=[C:11]2[C:27](=[CH:28][CH:29]=1)[C:26]1[CH2:25][CH2:24][N:23]3[C@H:14]([CH2:15][C@H:16]4[C@@H:21]([CH2:22]3)[CH2:20][C@@H:19]([O:30][C:47]([C:46]3[CH:45]=[C:44]([O:54][CH3:55])[C:43]([O:42][C:40]([O:39][CH2:37][CH3:38])=[O:41])=[C:51]([O:52][CH3:53])[CH:50]=3)=[O:48])[C@H:18]([O:31][CH3:32])[C@H:17]4[C:33]([O:35][CH3:36])=[O:34])[C:13]=1[NH:12]2)=[O:7])([CH3:4])([CH3:3])[CH3:2], predict the reactants needed to synthesize it. The reactants are: [C:1]([O:5][C:6]([O:8][C:9]1[CH:10]=[C:11]2[C:27](=[CH:28][CH:29]=1)[C:26]1[CH2:25][CH2:24][N:23]3[C@H:14]([CH2:15][C@H:16]4[C@@H:21]([CH2:22]3)[CH2:20][C@@H:19]([OH:30])[C@H:18]([O:31][CH3:32])[C@H:17]4[C:33]([O:35][CH3:36])=[O:34])[C:13]=1[NH:12]2)=[O:7])([CH3:4])([CH3:3])[CH3:2].[CH2:37]([O:39][C:40]([O:42][C:43]1[C:51]([O:52][CH3:53])=[CH:50][C:46]([C:47](O)=[O:48])=[CH:45][C:44]=1[O:54][CH3:55])=[O:41])[CH3:38].C1CCC(N=C=NC2CCCCC2)CC1. (8) Given the product [O:65]1[C:64]2[CH:63]=[CH:62][C:60]([NH:61][C:2]3[CH:3]=[C:4]([C:8]4([C:14]5[CH:19]=[CH:18][CH:17]=[CH:16][CH:15]=5)[CH2:12][O:11][C:10]([NH2:13])=[N:9]4)[CH:5]=[CH:6][CH:7]=3)=[CH:59][C:58]=2[O:57][CH2:56]1, predict the reactants needed to synthesize it. The reactants are: Br[C:2]1[CH:3]=[C:4]([C:8]2([C:14]3[CH:19]=[CH:18][CH:17]=[CH:16][CH:15]=3)[CH2:12][O:11][C:10]([NH2:13])=[N:9]2)[CH:5]=[CH:6][CH:7]=1.CC(C)([O-])C.[Na+].C(P(C(C)(C)C)C1C=CC=CC=1C1C(C(C)C)=CC(C(C)C)=CC=1C(C)C)(C)(C)C.[CH2:56]1[O:65][C:64]2[CH:63]=[CH:62][C:60]([NH2:61])=[CH:59][C:58]=2[O:57]1.